From a dataset of Forward reaction prediction with 1.9M reactions from USPTO patents (1976-2016). Predict the product of the given reaction. (1) The product is: [CH3:1][C:2]1[N:6]([C:7]2[CH:12]=[CH:11][CH:10]=[C:9]([O:13][C:14]([F:16])([F:15])[F:17])[CH:8]=2)[N:5]=[C:4]([C:18]2[CH:23]=[CH:22][N:21]=[CH:20][CH:19]=2)[C:3]=1[C:24]([N:68]1[CH2:69][CH2:70][CH:65]([N:60]2[CH2:64][CH2:63][CH2:62][CH2:61]2)[CH2:66][CH2:67]1)=[O:26]. Given the reactants [CH3:1][C:2]1[N:6]([C:7]2[CH:12]=[CH:11][CH:10]=[C:9]([O:13][C:14]([F:17])([F:16])[F:15])[CH:8]=2)[N:5]=[C:4]([C:18]2[CH:23]=[CH:22][N:21]=[CH:20][CH:19]=2)[C:3]=1[C:24]([OH:26])=O.CCN(C(C)C)C(C)C.CN(C(ON1N=NC2C=CC=NC1=2)=[N+](C)C)C.F[P-](F)(F)(F)(F)F.[N:60]1([CH:65]2[CH2:70][CH2:69][NH:68][CH2:67][CH2:66]2)[CH2:64][CH2:63][CH2:62][CH2:61]1, predict the reaction product. (2) Given the reactants [CH3:1][C:2]1[CH:7]=[CH:6][C:5]([C@H:8]2[CH2:13][CH2:12][C@H:11]([CH:14]3[CH2:19][CH2:18][CH:17]([CH:20]=[O:21])[CH2:16][CH2:15]3)[CH2:10][CH2:9]2)=[CH:4][CH:3]=1.[CH2:22]=[C:23]=[O:24], predict the reaction product. The product is: [CH3:1][C:2]1[CH:7]=[CH:6][C:5]([C@H:8]2[CH2:9][CH2:10][C@H:11]([CH:14]3[CH2:19][CH2:18][CH:17]([CH:20]4[O:21][C:23](=[O:24])[CH2:22]4)[CH2:16][CH2:15]3)[CH2:12][CH2:13]2)=[CH:4][CH:3]=1. (3) Given the reactants Br[C:2]1[CH:3]=[C:4]([O:8][CH3:9])[CH:5]=[CH:6][CH:7]=1.[O:10]1[CH2:15][CH2:14][CH2:13][CH2:12][CH:11]1[O:16][C:17]1[CH:22]=[CH:21][C:20](B2OC(C)(C)C(C)(C)O2)=[CH:19][CH:18]=1, predict the reaction product. The product is: [CH3:9][O:8][C:4]1[CH:3]=[C:2]([C:20]2[CH:21]=[CH:22][C:17]([O:16][CH:11]3[CH2:12][CH2:13][CH2:14][CH2:15][O:10]3)=[CH:18][CH:19]=2)[CH:7]=[CH:6][CH:5]=1. (4) Given the reactants [N:1]12[CH2:8][CH2:7][CH:4]([CH2:5][CH2:6]1)[C@H:3]([OH:9])[CH2:2]2.C[O:11][C:12]([C:14]1([C:21]2[CH:26]=[CH:25][CH:24]=[CH:23][CH:22]=2)[CH2:20][CH2:19][CH2:18][CH2:17][CH2:16][CH2:15]1)=O.[H-].[Na+].C([O-])(O)=O.[Na+], predict the reaction product. The product is: [N:1]12[CH2:8][CH2:7][CH:4]([CH2:5][CH2:6]1)[C@H:3]([O:9][C:12]([C:14]1([C:21]3[CH:26]=[CH:25][CH:24]=[CH:23][CH:22]=3)[CH2:15][CH2:16][CH2:17][CH2:18][CH2:19][CH2:20]1)=[O:11])[CH2:2]2.